Predict the product of the given reaction. From a dataset of Forward reaction prediction with 1.9M reactions from USPTO patents (1976-2016). (1) The product is: [C:1]1([C:10]2[CH:15]=[CH:14][CH:13]=[CH:12][CH:11]=2)[CH:6]=[CH:5][CH:4]=[CH:3][CH:2]=1. Given the reactants [C:1]1(B(O)O)[CH:6]=[CH:5][CH:4]=[CH:3][CH:2]=1.[C:10]1(Cl)[CH:15]=[CH:14][CH:13]=[CH:12][CH:11]=1, predict the reaction product. (2) Given the reactants Cl.Cl.Cl.[CH3:4][O:5][C:6]1[CH:7]=[C:8]([NH:18][C:19]2[S:20][C:21]3[CH2:22][NH:23][CH2:24][CH2:25][C:26]=3[N:27]=2)[CH:9]=[CH:10][C:11]=1[N:12]1[CH:16]=[C:15]([CH3:17])[N:14]=[CH:13]1.[CH3:28][O:29][CH2:30][C:31](O)=[O:32], predict the reaction product. The product is: [CH3:28][O:29][CH2:30][C:31]([N:23]1[CH2:24][CH2:25][C:26]2[N:27]=[C:19]([NH:18][C:8]3[CH:9]=[CH:10][C:11]([N:12]4[CH:16]=[C:15]([CH3:17])[N:14]=[CH:13]4)=[C:6]([O:5][CH3:4])[CH:7]=3)[S:20][C:21]=2[CH2:22]1)=[O:32]. (3) Given the reactants [OH:1][CH:2]([CH2:46][OH:47])[C:3]([N:5]1[CH2:10][CH2:9][C@H:8]([O:11][C:12]2[CH:19]=[CH:18][C:17]([C:20]3[N:25]=[C:24]([NH:26][C:27]4[CH:32]=[CH:31][C:30]([N:33]5[CH2:38][CH2:37][N:36]([CH:39]6[CH2:42][O:41][CH2:40]6)[CH2:35][CH2:34]5)=[C:29]([O:43][CH3:44])[CH:28]=4)[N:23]=[CH:22][N:21]=3)=[CH:16][C:13]=2[C:14]#[N:15])[C@H:7]([F:45])[CH2:6]1)=[O:4], predict the reaction product. The product is: [OH:1][C@H:2]([CH2:46][OH:47])[C:3]([N:5]1[CH2:10][CH2:9][C@H:8]([O:11][C:12]2[CH:19]=[CH:18][C:17]([C:20]3[N:25]=[C:24]([NH:26][C:27]4[CH:32]=[CH:31][C:30]([N:33]5[CH2:34][CH2:35][N:36]([CH:39]6[CH2:42][O:41][CH2:40]6)[CH2:37][CH2:38]5)=[C:29]([O:43][CH3:44])[CH:28]=4)[N:23]=[CH:22][N:21]=3)=[CH:16][C:13]=2[C:14]#[N:15])[C@H:7]([F:45])[CH2:6]1)=[O:4].